Dataset: Full USPTO retrosynthesis dataset with 1.9M reactions from patents (1976-2016). Task: Predict the reactants needed to synthesize the given product. The reactants are: [F:1][C:2]1[CH:11]=[C:10]([F:12])[CH:9]=[C:8]2[C:3]=1[C:4]([NH:20][C:21]1[CH:22]=[N:23][CH:24]=[C:25]([N:27]3[CH2:32][CH2:31][O:30][CH2:29][CH2:28]3)[CH:26]=1)=[C:5]([CH3:19])[C:6]([N:13]1[CH2:18][CH2:17][NH:16][CH2:15][CH2:14]1)=[N:7]2.[NH:33]1[CH:37]=[CH:36][N:35]=[C:34]1[C:38](O)=[O:39]. Given the product [F:1][C:2]1[CH:11]=[C:10]([F:12])[CH:9]=[C:8]2[C:3]=1[C:4]([NH:20][C:21]1[CH:22]=[N:23][CH:24]=[C:25]([N:27]3[CH2:32][CH2:31][O:30][CH2:29][CH2:28]3)[CH:26]=1)=[C:5]([CH3:19])[C:6]([N:13]1[CH2:14][CH2:15][N:16]([C:38]([C:34]3[NH:33][CH:37]=[CH:36][N:35]=3)=[O:39])[CH2:17][CH2:18]1)=[N:7]2, predict the reactants needed to synthesize it.